This data is from Peptide-MHC class I binding affinity with 185,985 pairs from IEDB/IMGT. The task is: Regression. Given a peptide amino acid sequence and an MHC pseudo amino acid sequence, predict their binding affinity value. This is MHC class I binding data. (1) The peptide sequence is TILKALGPA. The MHC is HLA-B57:01 with pseudo-sequence HLA-B57:01. The binding affinity (normalized) is 0. (2) The peptide sequence is LPPPRSPPV. The MHC is Mamu-A01 with pseudo-sequence Mamu-A01. The binding affinity (normalized) is 0.303. (3) The peptide sequence is KLRIKGMSY. The MHC is HLA-A30:02 with pseudo-sequence HLA-A30:02. The binding affinity (normalized) is 0.595. (4) The MHC is HLA-B53:01 with pseudo-sequence HLA-B53:01. The binding affinity (normalized) is 0.402. The peptide sequence is FPVSIPITAA.